From a dataset of Full USPTO retrosynthesis dataset with 1.9M reactions from patents (1976-2016). Predict the reactants needed to synthesize the given product. (1) Given the product [CH2:1]([O:8][CH:9]1[CH2:10][O:11][CH2:12][CH:13]([OH:17])[CH2:14][CH2:15]1)[C:2]1[CH:3]=[CH:4][CH:5]=[CH:6][CH:7]=1, predict the reactants needed to synthesize it. The reactants are: [CH2:1]([O:8][CH:9]1[CH2:15][CH2:14][CH:13]=[CH:12][O:11][CH2:10]1)[C:2]1[CH:7]=[CH:6][CH:5]=[CH:4][CH:3]=1.B(O[O-])=[O:17].O.[Na+].O. (2) Given the product [Cl:31][C:32]1[CH:40]=[CH:39][CH:38]=[C:37]([Cl:41])[C:33]=1[C:34]([NH:21][C@H:19]([C:10]1([C:13]2[CH:18]=[CH:17][CH:16]=[CH:15][N:14]=2)[CH2:9][CH2:8][N:7]([S:4]([CH2:1][CH2:2][CH3:3])(=[O:5])=[O:6])[CH2:12][CH2:11]1)[CH3:20])=[O:35], predict the reactants needed to synthesize it. The reactants are: [CH2:1]([S:4]([N:7]1[CH2:12][CH2:11][C:10]([C@@H:19]([NH2:21])[CH3:20])([C:13]2[CH:18]=[CH:17][CH:16]=[CH:15][N:14]=2)[CH2:9][CH2:8]1)(=[O:6])=[O:5])[CH2:2][CH3:3].CCN(C(C)C)C(C)C.[Cl:31][C:32]1[CH:40]=[CH:39][CH:38]=[C:37]([Cl:41])[C:33]=1[C:34](Cl)=[O:35].